From a dataset of Retrosynthesis with 50K atom-mapped reactions and 10 reaction types from USPTO. Predict the reactants needed to synthesize the given product. (1) Given the product CC(=O)OC(CCCCl)C(=O)O, predict the reactants needed to synthesize it. The reactants are: CC(=O)OC(CCCCl)C(=O)OCc1ccccc1. (2) Given the product Cc1cc([C@@H](O)[C@@H](C)N2CCC(O)(c3ccc(F)cc3)CC2)ccc1O[Si](C(C)C)(C(C)C)C(C)C, predict the reactants needed to synthesize it. The reactants are: Cc1cc(C(=O)C(C)N2CCC(O)(c3ccc(F)cc3)CC2)ccc1O[Si](C(C)C)(C(C)C)C(C)C. (3) Given the product COc1cccc(OC)c1C1CCN(C(=O)c2cn(Cc3ccncc3)c3cc(Cl)ccc23)CC1, predict the reactants needed to synthesize it. The reactants are: COc1cccc(OC)c1C1CCN(C(=O)c2c[nH]c3cc(Cl)ccc23)CC1.ClCc1ccncc1. (4) Given the product COc1ccc(C(C)(C)C#CC(F)(F)F)cc1CN[C@H]1CCCN[C@H]1c1ccccc1, predict the reactants needed to synthesize it. The reactants are: COc1ccc(C(C)(C)C#CC(F)(F)F)cc1CN[C@H]1CCCN(C(=O)OC(C)(C)C)[C@H]1c1ccccc1.